Task: Predict the product of the given reaction.. Dataset: Forward reaction prediction with 1.9M reactions from USPTO patents (1976-2016) (1) The product is: [F:1][C:2]1[C:7]([F:8])=[CH:6][CH:5]=[CH:4][C:3]=1[C:9]1[N:17]=[C:12]2[CH:13]=[N:14][N:15]([CH2:19][C:20]3[O:24][N:23]=[C:22]([C:25]4[N:26]=[C:27]([CH2:31][CH3:32])[NH:28][C:29]=4[CH3:30])[CH:21]=3)[CH:16]=[C:11]2[N:10]=1. Given the reactants [F:1][C:2]1[C:7]([F:8])=[CH:6][CH:5]=[CH:4][C:3]=1[C:9]1[N:17]=[C:12]2[CH:13]=[N:14][NH:15][CH:16]=[C:11]2[N:10]=1.Cl[CH2:19][C:20]1[O:24][N:23]=[C:22]([C:25]2[N:26]=[C:27]([CH2:31][CH3:32])[NH:28][C:29]=2[CH3:30])[CH:21]=1, predict the reaction product. (2) Given the reactants [CH3:1][N:2]([CH3:23])[C@@H:3]1[CH2:7][CH2:6][N:5]([S:8]([C:11]2[CH:12]=[C:13]3[C:17](=[CH:18][CH:19]=2)[N:16](C(=O)C)[CH2:15][CH2:14]3)(=[O:10])=[O:9])[CH2:4]1.Cl, predict the reaction product. The product is: [NH:16]1[C:17]2[C:13](=[CH:12][C:11]([S:8]([N:5]3[CH2:6][CH2:7][C@@H:3]([N:2]([CH3:23])[CH3:1])[CH2:4]3)(=[O:10])=[O:9])=[CH:19][CH:18]=2)[CH2:14][CH2:15]1. (3) Given the reactants [CH:1]1([N:7]2[CH2:13][C:12]([F:15])([F:14])[C:11](=[O:16])[N:10]([CH3:17])[C:9]3[CH:18]=[N:19][C:20]([NH:22][C:23]4[CH:31]=[CH:30][C:26]([C:27](O)=[O:28])=[CH:25][C:24]=4[O:32][CH3:33])=[N:21][C:8]2=3)[CH2:6][CH2:5][CH2:4][CH2:3][CH2:2]1.CN(C(ON1N=[N:49][C:44]2C=C[CH:47]=[N:48][C:43]1=2)=[N+](C)C)C.F[P-](F)(F)(F)(F)F.C(N1CC(N)C1)(OC(C)(C)C)=O, predict the reaction product. The product is: [NH:48]1[CH2:43][CH:44]([NH:49][C:27](=[O:28])[C:26]2[CH:30]=[CH:31][C:23]([NH:22][C:20]3[N:19]=[CH:18][C:9]4[N:10]([CH3:17])[C:11](=[O:16])[C:12]([F:14])([F:15])[CH2:13][N:7]([CH:1]5[CH2:6][CH2:5][CH2:4][CH2:3][CH2:2]5)[C:8]=4[N:21]=3)=[C:24]([O:32][CH3:33])[CH:25]=2)[CH2:47]1.